Predict the reactants needed to synthesize the given product. From a dataset of Retrosynthesis with 50K atom-mapped reactions and 10 reaction types from USPTO. (1) Given the product C=CCOc1cccc(C(=O)O)c1, predict the reactants needed to synthesize it. The reactants are: C=CCOc1cccc(C(=O)OCC)c1. (2) Given the product COC(=O)c1cc(-c2c(C)c(Cl)cc(C(C)=O)c2OC)ccc1F, predict the reactants needed to synthesize it. The reactants are: COC(=O)c1cc(B(O)O)ccc1F.COc1c(C(C)=O)cc(Cl)c(C)c1Br. (3) Given the product Cn1nnnc1SCCl, predict the reactants needed to synthesize it. The reactants are: ClCBr.Cn1nnnc1S. (4) Given the product CC1(C)Cc2cccc(CN3CCC4(CC3)CN(C(=O)c3ccncc3)C4)c2O1, predict the reactants needed to synthesize it. The reactants are: CC1(C)Cc2cccc(CN3CCC4(CC3)CNC4)c2O1.O=C(O)c1ccncc1. (5) The reactants are: NCC(F)(F)F.O=C(O)c1ccc(-n2cc(-c3cc(Cl)cc(Cl)c3)c(C(F)(F)F)n2)cc1C(F)(F)F. Given the product O=C(NCC(F)(F)F)c1ccc(-n2cc(-c3cc(Cl)cc(Cl)c3)c(C(F)(F)F)n2)cc1C(F)(F)F, predict the reactants needed to synthesize it. (6) The reactants are: Cc1cc(N[C@H]2CCN(C3CCNCC3)C2=O)c(F)cc1S(C)(=O)=O.Clc1cnc(Cl)cn1. Given the product Cc1cc(N[C@H]2CCN(C3CCN(c4cnc(Cl)cn4)CC3)C2=O)c(F)cc1S(C)(=O)=O, predict the reactants needed to synthesize it.